Dataset: Reaction yield outcomes from USPTO patents with 853,638 reactions. Task: Predict the reaction yield, written as a fraction of the theoretical maximum amount of product (1.0 means a 100% yield; for example, 0.34 means a 34% yield). The catalyst is C(Cl)Cl. The product is [CH2:24]([N:18]1[CH2:19][CH:10]2[C:9](=[O:14])[NH:8][C:12](=[O:13])[CH:11]2[CH2:17]1)[C:25]1[CH:30]=[CH:29][CH:28]=[CH:27][CH:26]=1. The reactants are C(O)(C(F)(F)F)=O.[NH:8]1[C:12](=[O:13])[CH:11]=[CH:10][C:9]1=[O:14].CO[CH2:17][N:18]([CH2:24][C:25]1[CH:30]=[CH:29][CH:28]=[CH:27][CH:26]=1)[CH2:19][Si](C)(C)C. The yield is 0.420.